From a dataset of Catalyst prediction with 721,799 reactions and 888 catalyst types from USPTO. Predict which catalyst facilitates the given reaction. (1) Reactant: [CH3:1][S:2]([OH:5])(=[O:4])=[O:3].[F:6][C:7]1[CH:8]=[C:9]([CH:14]([OH:31])[CH2:15][N:16]2[CH2:21][CH2:20][C:19]([C:23]3[CH:24]=[N:25][C:26]([O:29][CH3:30])=[CH:27][CH:28]=3)(O)[CH2:18][CH2:17]2)[CH:10]=[CH:11][C:12]=1[OH:13]. Product: [CH3:1][S:2]([O:5][C:19]1([C:23]2[CH:24]=[N:25][C:26]([O:29][CH3:30])=[CH:27][CH:28]=2)[CH2:20][CH2:21][N:16]([CH2:15][CH:14]([C:9]2[CH:10]=[CH:11][C:12]([OH:13])=[C:7]([F:6])[CH:8]=2)[OH:31])[CH2:17][CH2:18]1)(=[O:4])=[O:3]. The catalyst class is: 5. (2) Reactant: C1(P(C2C=CC=CC=2)C2C=CC=CC=2)C=CC=CC=1.[N:20]([CH2:23][C@@H:24]([NH:51][C:52](=[O:58])[O:53][C:54]([CH3:57])([CH3:56])[CH3:55])[CH2:25][C:26]1[CH:31]=[C:30]([I:32])[C:29]([O:33][C:34]2[CH:39]=[CH:38][C:37]([O:40][CH2:41][C:42]3[CH:47]=[CH:46][C:45]([O:48][CH3:49])=[CH:44][CH:43]=3)=[CH:36][CH:35]=2)=[C:28]([I:50])[CH:27]=1)=[N+]=[N-]. Product: [NH2:20][CH2:23][C@@H:24]([NH:51][C:52](=[O:58])[O:53][C:54]([CH3:56])([CH3:55])[CH3:57])[CH2:25][C:26]1[CH:31]=[C:30]([I:32])[C:29]([O:33][C:34]2[CH:35]=[CH:36][C:37]([O:40][CH2:41][C:42]3[CH:47]=[CH:46][C:45]([O:48][CH3:49])=[CH:44][CH:43]=3)=[CH:38][CH:39]=2)=[C:28]([I:50])[CH:27]=1. The catalyst class is: 20. (3) Reactant: [C:1]([C:4]1[S:5]C=C[CH:8]=1)(=O)[CH3:2].[S:9]1[CH:13]=[CH:12][CH:11]=[C:10]1[C:14]([CH2:16][C:17]#[N:18])=[O:15].N1CCOCC1.[S]. Product: [NH2:18][C:17]1[S:5][C:4]([CH3:8])=[C:1]([CH3:2])[C:16]=1[C:14]([C:10]1[S:9][CH:13]=[CH:12][CH:11]=1)=[O:15]. The catalyst class is: 131. (4) Reactant: Br[C:2]1[CH:6]=[CH:5][S:4][C:3]=1[C:7]([OH:9])=[O:8].[Na].[C:11]([O:17][CH2:18][CH3:19])(=[O:16])[CH2:12]C(C)=O.[O-]CC.[Na+]. Product: [CH2:18]([O:17][C:11](=[O:16])[CH2:12][C:2]1[CH:6]=[CH:5][S:4][C:3]=1[C:7]([OH:9])=[O:8])[CH3:19]. The catalyst class is: 536. (5) Reactant: CCCCCC.C([Li])CCC.[O:12]1[CH2:16][CH2:15][CH:14]([CH2:17][NH:18][C:19]([C:21]2[CH:25]=[C:24]([CH2:26][O:27][CH2:28][C:29]3[CH:34]=[CH:33][CH:32]=[CH:31][C:30]=3[F:35])[O:23][N:22]=2)=[O:20])[CH2:13]1.[I:36]I.Cl. Product: [O:12]1[CH2:16][CH2:15][CH:14]([CH2:17][NH:18][C:19]([C:21]2[C:25]([I:36])=[C:24]([CH2:26][O:27][CH2:28][C:29]3[CH:34]=[CH:33][CH:32]=[CH:31][C:30]=3[F:35])[O:23][N:22]=2)=[O:20])[CH2:13]1. The catalyst class is: 7. (6) Product: [F:30][C:2]1([F:1])[CH2:7][CH2:6][C:5]2([NH:12][C:13](=[O:29])[C:14]([C:15]3[CH:16]=[C:17]([C:22]4[CH:23]=[CH:24][C:25]([F:28])=[CH:26][CH:27]=4)[CH:18]=[CH:19][C:20]=3[CH3:21])=[C:8]2[OH:9])[CH2:4][CH2:3]1. The catalyst class is: 6. Reactant: [F:1][C:2]1([F:30])[CH2:7][CH2:6][C:5]([NH:12][C:13](=[O:29])[CH2:14][C:15]2[CH:16]=[C:17]([C:22]3[CH:27]=[CH:26][C:25]([F:28])=[CH:24][CH:23]=3)[CH:18]=[CH:19][C:20]=2[CH3:21])([C:8](OC)=[O:9])[CH2:4][CH2:3]1.CN(C)C(=O)C.CC(C)([O-])C.[K+].Cl. (7) Reactant: [CH3:1][O:2][C:3]1[CH:4]=[C:5]([C:11]2[CH:16]=[CH:15][CH:14]=[CH:13][CH:12]=2)[CH:6]=[CH:7][C:8]=1[CH:9]=[O:10].[BH4-].[Na+]. Product: [CH3:1][O:2][C:3]1[CH:4]=[C:5]([C:11]2[CH:16]=[CH:15][CH:14]=[CH:13][CH:12]=2)[CH:6]=[CH:7][C:8]=1[CH2:9][OH:10]. The catalyst class is: 111. (8) Reactant: [CH3:1][O:2][C:3]1[O:7][C:6]([C:8]2[C:17]3[C:12](=[CH:13][CH:14]=[CH:15][CH:16]=3)[CH:11]=[CH:10][CH:9]=2)=[N:5][C:4]=1[C:18]([OH:20])=O.C(Cl)(=O)C(Cl)=O.CN.C1COCC1.[CH2:34]([N:36](CC)CC)C. Product: [CH3:1][O:2][C:3]1[O:7][C:6]([C:8]2[C:17]3[C:12](=[CH:13][CH:14]=[CH:15][CH:16]=3)[CH:11]=[CH:10][CH:9]=2)=[N:5][C:4]=1[C:18]([NH:36][CH3:34])=[O:20]. The catalyst class is: 139. (9) Reactant: C[O:2][C:3](=[O:22])[CH:4]([C:11]1[CH:16]=[CH:15][C:14]([S:17]([CH3:20])(=[O:19])=[O:18])=[C:13]([Cl:21])[CH:12]=1)[CH2:5][CH:6]1[CH2:10][CH2:9][O:8][CH2:7]1.O.[OH-].[Li+]. Product: [Cl:21][C:13]1[CH:12]=[C:11]([CH:4]([CH2:5][CH:6]2[CH2:10][CH2:9][O:8][CH2:7]2)[C:3]([OH:22])=[O:2])[CH:16]=[CH:15][C:14]=1[S:17]([CH3:20])(=[O:19])=[O:18]. The catalyst class is: 24.